Dataset: Peptide-MHC class II binding affinity with 134,281 pairs from IEDB. Task: Regression. Given a peptide amino acid sequence and an MHC pseudo amino acid sequence, predict their binding affinity value. This is MHC class II binding data. (1) The peptide sequence is NLARTISEAGQAMAS. The MHC is DRB3_0101 with pseudo-sequence DRB3_0101. The binding affinity (normalized) is 0.224. (2) The peptide sequence is YDTLGTLCNSTEDGP. The MHC is DRB1_0802 with pseudo-sequence DRB1_0802. The binding affinity (normalized) is 0.